Dataset: Peptide-MHC class I binding affinity with 185,985 pairs from IEDB/IMGT. Task: Regression. Given a peptide amino acid sequence and an MHC pseudo amino acid sequence, predict their binding affinity value. This is MHC class I binding data. (1) The peptide sequence is ETACLGKSY. The binding affinity (normalized) is 0.0847. The MHC is HLA-B40:01 with pseudo-sequence HLA-B40:01. (2) The peptide sequence is VTPEYIKDLK. The MHC is HLA-A03:01 with pseudo-sequence HLA-A03:01. The binding affinity (normalized) is 0.116. (3) The peptide sequence is PAHKSQLVW. The MHC is HLA-A26:01 with pseudo-sequence HLA-A26:01. The binding affinity (normalized) is 0.0847.